Dataset: Retrosynthesis with 50K atom-mapped reactions and 10 reaction types from USPTO. Task: Predict the reactants needed to synthesize the given product. (1) Given the product CC(=O)N(C)c1cccc(CCN2CCN(c3cccc4nc(C)ccc34)CC2)c1, predict the reactants needed to synthesize it. The reactants are: CC(=O)Nc1cccc(CCN2CCN(c3cccc4nc(C)ccc34)CC2)c1.CI. (2) Given the product CC(C)(C)OC(=O)NC1C2CN(CCOS(C)(=O)=O)CC21, predict the reactants needed to synthesize it. The reactants are: CC(C)(C)OC(=O)NC1C2CN(CCO)CC21.CS(=O)(=O)[O-].